From a dataset of Catalyst prediction with 721,799 reactions and 888 catalyst types from USPTO. Predict which catalyst facilitates the given reaction. (1) Reactant: [CH3:1][O:2][CH2:3][CH2:4][CH2:5][O:6][CH:7]([C:37]1[CH:42]=[CH:41][CH:40]=[CH:39][CH:38]=1)[CH:8]1[CH2:13][CH2:12][CH2:11][N:10]([C:14]([NH:19][C@@H:20]([CH2:30][CH:31]2[CH2:36][CH2:35][CH2:34][CH2:33][CH2:32]2)[CH2:21][NH:22]C(=O)OC(C)(C)C)=[CH:15][N+:16]([O-:18])=[O:17])[CH2:9]1. Product: [CH3:1][O:2][CH2:3][CH2:4][CH2:5][O:6][CH:7]([C:37]1[CH:38]=[CH:39][CH:40]=[CH:41][CH:42]=1)[CH:8]1[CH2:13][CH2:12][CH2:11][N:10]([C:14]([NH:19][C@@H:20]([CH2:30][CH:31]2[CH2:36][CH2:35][CH2:34][CH2:33][CH2:32]2)[CH2:21][NH2:22])=[CH:15][N+:16]([O-:18])=[O:17])[CH2:9]1. The catalyst class is: 137. (2) Reactant: COC1C=C(C)C=CC=1C[N:6]([CH2:12][CH2:13][C:14]1[CH:19]=[CH:18][C:17]([CH3:20])=[CH:16][N:15]=1)C(=O)C(N)=O.[CH3:26][O:27][C:28]1[CH:40]=[C:39]([CH3:41])[CH:38]=[CH:37][C:29]=1[CH2:30][NH:31][C:32](=[O:36])[C:33]([O-:35])=O. Product: [CH3:26][O:27][C:28]1[CH:40]=[C:39]([CH3:41])[CH:38]=[CH:37][C:29]=1[CH2:30][NH:31][C:32](=[O:36])[C:33]([NH:6][CH2:12][CH2:13][C:14]1[CH:19]=[CH:18][C:17]([CH3:20])=[CH:16][N:15]=1)=[O:35]. The catalyst class is: 181.